Dataset: Forward reaction prediction with 1.9M reactions from USPTO patents (1976-2016). Task: Predict the product of the given reaction. (1) Given the reactants F[C:2]1[CH:7]=[CH:6][C:5]([N+:8]([O-:10])=[O:9])=[CH:4][CH:3]=1.[C:11]([N:18]1[CH2:23][CH2:22][CH:21]([OH:24])[CH2:20][CH2:19]1)([O:13][C:14]([CH3:17])([CH3:16])[CH3:15])=[O:12].[H-].[Na+], predict the reaction product. The product is: [C:14]([O:13][C:11]([N:18]1[CH2:23][CH2:22][CH:21]([O:24][C:2]2[CH:7]=[CH:6][C:5]([N+:8]([O-:10])=[O:9])=[CH:4][CH:3]=2)[CH2:20][CH2:19]1)=[O:12])([CH3:17])([CH3:15])[CH3:16]. (2) Given the reactants [C:1]([C:4]1[CH:5]=[CH:6][C:7]([CH3:27])=[C:8]([C:10]2[N:15]=[C:14]3[N:16]([CH3:26])[C:17](=[O:25])[N:18]([CH2:19][C@H:20]4[CH2:22][C:21]4([F:24])[F:23])[C:13]3=[CH:12][CH:11]=2)[CH:9]=1)(=[O:3])[CH3:2].[F-].[Cs+].C[Si](C)(C)[C:32]([F:35])([F:34])[F:33], predict the reaction product. The product is: [F:24][C:21]1([F:23])[CH2:22][CH:20]1[CH2:19][N:18]1[C:13]2[C:14](=[N:15][C:10]([C:8]3[CH:9]=[C:4]([C:1]([OH:3])([CH3:2])[C:32]([F:35])([F:34])[F:33])[CH:5]=[CH:6][C:7]=3[CH3:27])=[CH:11][CH:12]=2)[N:16]([CH3:26])[C:17]1=[O:25].